This data is from Forward reaction prediction with 1.9M reactions from USPTO patents (1976-2016). The task is: Predict the product of the given reaction. Given the reactants [CH3:1][O:2][C:3]1[CH:4]=[C:5]2[C:10](=[CH:11][C:12]=1[O:13][CH3:14])[N:9]=[CH:8][CH:7]=[C:6]2[S:15][C:16]1[S:17][C:18]([NH2:21])=[CH:19][N:20]=1.[C:22]1([N:28]=[C:29]=[O:30])[CH:27]=[CH:26][CH:25]=[CH:24][CH:23]=1.C(OCC)(=O)C.O, predict the reaction product. The product is: [CH3:1][O:2][C:3]1[CH:4]=[C:5]2[C:10](=[CH:11][C:12]=1[O:13][CH3:14])[N:9]=[CH:8][CH:7]=[C:6]2[S:15][C:16]1[S:17][C:18]([NH:21][C:29]([NH:28][C:22]2[CH:27]=[CH:26][CH:25]=[CH:24][CH:23]=2)=[O:30])=[CH:19][N:20]=1.